This data is from Forward reaction prediction with 1.9M reactions from USPTO patents (1976-2016). The task is: Predict the product of the given reaction. (1) Given the reactants [NH2:1][C:2]1[CH:3]=[CH:4][C:5]2[CH2:9][O:8][B:7]([OH:10])[C:6]=2[CH:11]=1.CN1CCOCC1.[CH3:19][S:20]([CH2:22][CH2:23][C:24]1[CH:29]=[C:28]([NH:30][C:31](=[O:36])[C:32]([F:35])([F:34])[F:33])[CH:27]=[CH:26][C:25]=1[S:37](Cl)(=[O:39])=[O:38])=[O:21], predict the reaction product. The product is: [F:34][C:32]([F:33])([F:35])[C:31]([NH:30][C:28]1[CH:27]=[CH:26][C:25]([S:37](=[O:38])(=[O:39])[NH:1][C:2]2[CH:3]=[CH:4][C:5]3[CH2:9][O:8][B:7]([OH:10])[C:6]=3[CH:11]=2)=[C:24]([CH2:23][CH2:22][S:20]([CH3:19])=[O:21])[CH:29]=1)=[O:36]. (2) Given the reactants O[CH2:2][NH:3][C:4](=[O:9])[C:5]([F:8])([F:7])[F:6].[Cl:10][C:11]1[CH:19]=[CH:18][CH:17]=[CH:16][C:12]=1[C:13]([OH:15])=[O:14], predict the reaction product. The product is: [Cl:10][C:11]1[CH:19]=[CH:18][C:17]([CH2:2][NH:3][C:4]([C:5]([F:8])([F:7])[F:6])=[O:9])=[CH:16][C:12]=1[C:13]([OH:15])=[O:14]. (3) Given the reactants [Cl:1][C:2]1[CH:11]=[C:10]2[C:5]([CH:6]=[CH:7][CH:8]=[N:9]2)=[CH:4][C:3]=1[O:12][CH3:13].[I:14]N1C(=O)CCC1=O.[OH-].[Na+], predict the reaction product. The product is: [Cl:1][C:2]1[CH:11]=[C:10]2[C:5]([CH:6]=[CH:7][CH:8]=[N:9]2)=[C:4]([I:14])[C:3]=1[O:12][CH3:13].